Dataset: Forward reaction prediction with 1.9M reactions from USPTO patents (1976-2016). Task: Predict the product of the given reaction. (1) Given the reactants O[CH2:2][C@@H:3]([NH2:8])[CH2:4][CH:5]([CH3:7])[CH3:6].COC(=O)[C@H](CC(C)C)N.OCCN.[C:23]([C:25]1[CH:30]=[CH:29][C:28]([N:31]=[C:32]=[S:33])=[C:27]([C:34]([F:37])([F:36])[F:35])[CH:26]=1)#[N:24], predict the reaction product. The product is: [C:23]([C:25]1[CH:30]=[CH:29][C:28]([N:31]=[C:32]2[NH:8][C@@H:3]([CH2:4][CH:5]([CH3:7])[CH3:6])[CH2:2][S:33]2)=[C:27]([C:34]([F:35])([F:36])[F:37])[CH:26]=1)#[N:24]. (2) Given the reactants Br[C:2]1[CH:7]=[CH:6][CH:5]=[CH:4][N:3]=1.CCCCCC.C([Li])CCC.Br[C:20]1[CH:25]=[CH:24][C:23]([F:26])=[CH:22][C:21]=1[F:27], predict the reaction product. The product is: [F:26][C:23]1[CH:22]=[C:21]([F:27])[CH:20]=[CH:25][C:24]=1[C:2]1[CH:7]=[CH:6][CH:5]=[CH:4][N:3]=1. (3) Given the reactants [F:1][C:2]1[C:11]2[C:6](=[CH:7][CH:8]=[CH:9][CH:10]=2)[C:5]([CH:12]=O)=[CH:4][CH:3]=1.[CH3:14][C:15]1[N:16]=[C:17]([CH2:20][C:21]([CH3:23])=O)[S:18][CH:19]=1.[NH2:24]/[C:25](/[CH3:29])=[CH:26]\[C:27]#[N:28], predict the reaction product. The product is: [F:1][C:2]1[C:11]2[C:6](=[CH:7][CH:8]=[CH:9][CH:10]=2)[C:5]([CH:12]2[C:20]([C:17]3[S:18][CH:19]=[C:15]([CH3:14])[N:16]=3)=[C:21]([CH3:23])[NH:24][C:25]([CH3:29])=[C:26]2[C:27]#[N:28])=[CH:4][CH:3]=1. (4) Given the reactants C([O:8][C:9]1[CH:10]=[C:11]([CH:23]=[CH:24][C:25]2[CH:26]=[C:27]([CH:31]=[CH:32][CH:33]=2)[C:28]([NH2:30])=[O:29])[CH:12]=[CH:13][C:14]=1[N:15]1[CH2:19][C:18](=[O:20])[NH:17][S:16]1(=[O:22])=[O:21])C1C=CC=CC=1, predict the reaction product. The product is: [OH:8][C:9]1[CH:10]=[C:11]([CH2:23][CH2:24][C:25]2[CH:26]=[C:27]([CH:31]=[CH:32][CH:33]=2)[C:28]([NH2:30])=[O:29])[CH:12]=[CH:13][C:14]=1[N:15]1[CH2:19][C:18](=[O:20])[NH:17][S:16]1(=[O:22])=[O:21]. (5) Given the reactants [F:1][C:2]([F:19])([F:18])[C:3]1[N:8]=[CH:7][C:6]([CH2:9][O:10][C:11]2[CH:16]=[CH:15][NH:14][C:13](=[O:17])[CH:12]=2)=[CH:5][CH:4]=1.Br[C:21]1[CH:26]=[CH:25][C:24]2[C:27]3[CH2:28][N:29]([C:35]([O:37][C:38]([CH3:41])([CH3:40])[CH3:39])=[O:36])[CH2:30][CH2:31][CH2:32][C:33]=3[O:34][C:23]=2[CH:22]=1.C([O-])([O-])=O.[Cs+].[Cs+].CN[C@@H]1CCCC[C@H]1NC, predict the reaction product. The product is: [O:17]=[C:13]1[CH:12]=[C:11]([O:10][CH2:9][C:6]2[CH:7]=[N:8][C:3]([C:2]([F:1])([F:18])[F:19])=[CH:4][CH:5]=2)[CH:16]=[CH:15][N:14]1[C:21]1[CH:26]=[CH:25][C:24]2[C:27]3[CH2:28][N:29]([C:35]([O:37][C:38]([CH3:41])([CH3:40])[CH3:39])=[O:36])[CH2:30][CH2:31][CH2:32][C:33]=3[O:34][C:23]=2[CH:22]=1. (6) Given the reactants [NH2:1][C:2]1[C:3]2[C:10]([C:11]3[S:15][C:14]([CH2:16][NH:17][C:18]4[N:35]=[CH:34][CH:33]=[CH:32][C:19]=4[C:20]([NH:22][C@H:23]([C:25]4[CH:30]=[CH:29][C:28]([F:31])=[CH:27][CH:26]=4)[CH3:24])=[O:21])=[CH:13][CH:12]=3)=[CH:9][N:8](S(C3C=CC=CC=3)(=O)=O)[C:4]=2[N:5]=[CH:6][N:7]=1.C([O-])([O-])=O.[K+].[K+], predict the reaction product. The product is: [NH2:1][C:2]1[C:3]2[C:10]([C:11]3[S:15][C:14]([CH2:16][NH:17][C:18]4[N:35]=[CH:34][CH:33]=[CH:32][C:19]=4[C:20]([NH:22][C@H:23]([C:25]4[CH:30]=[CH:29][C:28]([F:31])=[CH:27][CH:26]=4)[CH3:24])=[O:21])=[CH:13][CH:12]=3)=[CH:9][NH:8][C:4]=2[N:5]=[CH:6][N:7]=1. (7) The product is: [N:30]1[CH:31]=[CH:32][CH:33]=[C:28]([CH:25]2[CH2:26][CH2:27][N:23]([C:11]([N:4]3[C:5]4[CH:10]=[CH:9][CH:8]=[CH:7][C:6]=4[O:1][CH2:2][CH2:3]3)=[O:13])[CH2:24]2)[CH:29]=1. Given the reactants [O:1]1[C:6]2[CH:7]=[CH:8][CH:9]=[CH:10][C:5]=2[N:4]([C:11]([O:13]C2C=CC([N+]([O-])=O)=CC=2)=O)[CH2:3][CH2:2]1.[NH:23]1[CH2:27][CH2:26][CH:25]([C:28]2[CH:29]=[N:30][CH:31]=[CH:32][CH:33]=2)[CH2:24]1.O, predict the reaction product. (8) Given the reactants [CH2:1]([C@@H:5]1[NH:10][CH2:9][C@H:8]([CH2:11][CH:12]([CH3:14])[CH3:13])[NH:7][C:6]1=[O:15])[CH:2]([CH3:4])[CH3:3].[C:16]([C:20]1[CH:25]=[CH:24][C:23]([C:26]2[O:30][N:29]=[C:28]([C:31](O)=[O:32])[CH:27]=2)=[CH:22][CH:21]=1)([CH3:19])([CH3:18])[CH3:17].C([C@@H]1N(C(=O)/C=C/C2C=CC=CC=2)C[C@H](CC(C)C)NC1=O)C(C)C, predict the reaction product. The product is: [C:16]([C:20]1[CH:21]=[CH:22][C:23]([C:26]2[O:30][N:29]=[C:28]([C:31]([N:10]3[CH2:9][C@H:8]([CH2:11][CH:12]([CH3:14])[CH3:13])[NH:7][C:6](=[O:15])[C@@H:5]3[CH2:1][CH:2]([CH3:4])[CH3:3])=[O:32])[CH:27]=2)=[CH:24][CH:25]=1)([CH3:19])([CH3:17])[CH3:18]. (9) Given the reactants [CH3:1][C:2]1([CH3:12])[C:10]2[C:5](=[CH:6][CH:7]=[CH:8][CH:9]=2)[NH:4][C:3]1=[O:11].[F:13][C:14]1[CH:19]=[C:18]([F:20])[CH:17]=[CH:16][C:15]=1[CH:21]1[O:23][CH:22]1[CH2:24][OH:25], predict the reaction product. The product is: [F:13][C:14]1[CH:19]=[C:18]([F:20])[CH:17]=[CH:16][C:15]=1[CH:21]([N:4]1[C:5]2[C:10](=[CH:9][CH:8]=[CH:7][CH:6]=2)[C:2]([CH3:12])([CH3:1])[C:3]1=[O:11])[CH:22]([OH:23])[CH2:24][OH:25].